From a dataset of Forward reaction prediction with 1.9M reactions from USPTO patents (1976-2016). Predict the product of the given reaction. Given the reactants [CH2:1]([O:3][C:4]1[CH:12]=[C:11]2[C:7]([CH:8]=[CH:9][NH:10]2)=[CH:6][C:5]=1[OH:13])[CH3:2].Cl[C:15]1[CH:20]=[CH:19][N:18]=[C:17]([NH:21][C:22](=[O:24])[CH3:23])[CH:16]=1.CC(C)([O-])C.[K+].O, predict the reaction product. The product is: [CH2:1]([O:3][C:4]1[CH:12]=[C:11]2[C:7]([CH:8]=[CH:9][NH:10]2)=[CH:6][C:5]=1[O:13][C:15]1[CH:20]=[CH:19][N:18]=[C:17]([NH:21][C:22](=[O:24])[CH3:23])[CH:16]=1)[CH3:2].